This data is from Reaction yield outcomes from USPTO patents with 853,638 reactions. The task is: Predict the reaction yield, written as a fraction of the theoretical maximum amount of product (1.0 means a 100% yield; for example, 0.34 means a 34% yield). (1) The reactants are CC(O)=O.COC1CCC(OC)O1.FC(F)(F)C(O)=O.[F:21][C:22]([F:60])([F:59])[O:23][C:24]1[CH:25]=[C:26]([CH:30]2[N:34](C3C=CC(OC(F)(F)F)=CC=3)[C:33](=[O:46])[C:32](NC3C=CC(OC(F)(F)F)=CC=3)=[CH:31]2)[CH:27]=[CH:28][CH:29]=1.FC(F)(F)OC1C=CC(N2C(C3C=CC=C(OC(F)(F)F)C=3)CC(=O)C2=O)=CC=1.C[C@@H](N)C1C=CC=CC=1. The yield is 0.340. The product is [F:60][C:22]([F:21])([F:59])[O:23][C:24]1[CH:25]=[C:26]([C@H:30]2[NH:34][C:33](=[O:46])[CH:32]=[CH:31]2)[CH:27]=[CH:28][CH:29]=1. The catalyst is C1COCC1.C1(C)C=CC=CC=1.O. (2) The reactants are [CH2:1]1[C:10]2[C:5](=[CH:6][C:7]([O:11][C:12]3[CH:20]=[CH:19][C:15]([C:16]([NH2:18])=[O:17])=[CH:14][N:13]=3)=[CH:8][CH:9]=2)[CH2:4][CH2:3][NH:2]1.CN(C=O)C.CCN(CC)CC.[CH2:33](Br)[CH2:34][C:35]1[CH:40]=[CH:39][CH:38]=[CH:37][CH:36]=1. The catalyst is C(OCC)(=O)C.O. The product is [CH2:33]([N:2]1[CH2:3][CH2:4][C:5]2[C:10](=[CH:9][CH:8]=[C:7]([O:11][C:12]3[CH:20]=[CH:19][C:15]([C:16]([NH2:18])=[O:17])=[CH:14][N:13]=3)[CH:6]=2)[CH2:1]1)[CH2:34][C:35]1[CH:40]=[CH:39][CH:38]=[CH:37][CH:36]=1. The yield is 0.370. (3) The reactants are [CH3:1][C:2]1[NH:3][C:4]2[C:9]([CH:10]=1)=[CH:8][CH:7]=[CH:6][CH:5]=2.I[C:12]1[CH:13]=[C:14]([CH3:19])[CH:15]=[C:16]([CH3:18])[CH:17]=1. The product is [CH3:19][C:14]1[CH:13]=[C:12]([N:3]2[C:4]3[C:9](=[CH:8][CH:7]=[CH:6][CH:5]=3)[CH:10]=[C:2]2[CH3:1])[CH:17]=[C:16]([CH3:18])[CH:15]=1. No catalyst specified. The yield is 0.950. (4) The reactants are Br[C:2]1[C:3]2[C:8]([CH:9]=[C:10]3[C:15]=1[CH:14]=[CH:13][CH:12]=[CH:11]3)=[CH:7][CH:6]=[CH:5][CH:4]=2.[C:16]1(B(O)O)[CH:21]=[CH:20][CH:19]=[CH:18][CH:17]=1.C(=O)([O-])[O-].[Na+].[Na+]. The catalyst is C1(C)C=CC=CC=1P(C1C=CC=CC=1C)C1C=CC=CC=1C.COCCOC. The product is [C:16]1([C:2]2[C:3]3[C:8]([CH:9]=[C:10]4[C:15]=2[CH:14]=[CH:13][CH:12]=[CH:11]4)=[CH:7][CH:6]=[CH:5][CH:4]=3)[CH:21]=[CH:20][CH:19]=[CH:18][CH:17]=1. The yield is 0.980. (5) The reactants are [CH:1]1([C:4]2[NH:8][C:7]3[CH:9]=[C:10]([C:22]4[C:23]([CH3:28])=[N:24][O:25][C:26]=4[CH3:27])[CH:11]=[C:12]([C:13]4[C:14]([O:20]C)=[N:15][CH:16]=[CH:17][C:18]=4[CH3:19])[C:6]=3[N:5]=2)[CH2:3][CH2:2]1.[C:29]([OH:35])([C:31]([F:34])([F:33])[F:32])=[O:30]. No catalyst specified. The product is [F:32][C:31]([F:34])([F:33])[C:29]([OH:35])=[O:30].[CH:1]1([C:4]2[NH:8][C:7]3[CH:9]=[C:10]([C:22]4[C:23]([CH3:28])=[N:24][O:25][C:26]=4[CH3:27])[CH:11]=[C:12]([C:13]4[C:14]([OH:20])=[N:15][CH:16]=[CH:17][C:18]=4[CH3:19])[C:6]=3[N:5]=2)[CH2:2][CH2:3]1. The yield is 0.000500. (6) The catalyst is C(#N)C. The yield is 0.290. The reactants are Cl[CH2:2][CH2:3][CH2:4][N:5]1[C:14]2[C:9](=[CH:10][CH:11]=[CH:12][CH:13]=2)[N:8]2[CH:15]=[CH:16][CH:17]=[C:7]2[C:6]1=[O:18].[Cl:19][C:20]1[CH:25]=[CH:24][C:23]([C:26]2([OH:32])[CH2:31][CH2:30][NH:29][CH2:28][CH2:27]2)=[CH:22][CH:21]=1.C(=O)([O-])[O-].[K+].[K+]. The product is [Cl:19][C:20]1[CH:25]=[CH:24][C:23]([C:26]2([OH:32])[CH2:27][CH2:28][N:29]([CH2:2][CH2:3][CH2:4][N:5]3[C:14]4[C:9](=[CH:10][CH:11]=[CH:12][CH:13]=4)[N:8]4[CH:15]=[CH:16][CH:17]=[C:7]4[C:6]3=[O:18])[CH2:30][CH2:31]2)=[CH:22][CH:21]=1.